This data is from Forward reaction prediction with 1.9M reactions from USPTO patents (1976-2016). The task is: Predict the product of the given reaction. (1) Given the reactants CCN(C(C)C)C(C)C.[CH3:10][O:11][C:12]1[CH:13]=[CH:14][CH:15]=[C:16]2[C:21]=1[O:20][C:19](=[O:22])[C:18]([C:23]([OH:25])=O)=[CH:17]2.CN(C(ON1N=NC2C=CC=NC1=2)=[N+](C)C)C.F[P-](F)(F)(F)(F)F.[CH3:50][O:51][C:52]1[CH:53]=[C:54]2[C:59](=[CH:60][CH:61]=1)[CH:58]=[C:57]([C:62]1[CH:63]=[C:64]([NH2:68])[CH:65]=[CH:66][CH:67]=1)[CH:56]=[CH:55]2, predict the reaction product. The product is: [CH3:50][O:51][C:52]1[CH:53]=[C:54]2[C:59](=[CH:60][CH:61]=1)[CH:58]=[C:57]([C:62]1[CH:63]=[C:64]([NH:68][C:23]([C:18]3[C:19](=[O:22])[O:20][C:21]4[C:16]([CH:17]=3)=[CH:15][CH:14]=[CH:13][C:12]=4[O:11][CH3:10])=[O:25])[CH:65]=[CH:66][CH:67]=1)[CH:56]=[CH:55]2. (2) Given the reactants [CH:1]([CH:3]([CH2:9][C:10]([O:12][CH2:13][CH3:14])=[O:11])[C:4](OCC)=O)=[O:2].[CH3:15][NH:16][NH2:17], predict the reaction product. The product is: [OH:2][C:1]1[N:16]([CH3:15])[N:17]=[CH:4][C:3]=1[CH2:9][C:10]([O:12][CH2:13][CH3:14])=[O:11]. (3) The product is: [C:5]1([CH:11]([Si:2]([Cl:4])([Cl:1])[Cl:3])[CH:11]([C:5]2[CH:10]=[CH:9][CH:8]=[CH:7][CH:6]=2)[Si:2]([Cl:4])([Cl:3])[Cl:1])[CH:10]=[CH:9][CH:8]=[CH:7][CH:6]=1. Given the reactants [Cl:1][SiH:2]([Cl:4])[Cl:3].[C:5]1([CH3:11])[CH:10]=[CH:9][CH:8]=[CH:7][CH:6]=1, predict the reaction product. (4) Given the reactants Br[CH2:2][C:3]([C@H:5]1[CH2:10][CH2:9][C@H:8]([CH2:11][N:12]2[C:16]3[CH:17]=[C:18]([O:21][CH3:22])[CH:19]=[CH:20][C:15]=3[N:14]([CH3:23])[C:13]2=[O:24])[CH2:7][CH2:6]1)=O.[C:25]([NH:28][C:29]([NH2:31])=[NH:30])(=[O:27])[CH3:26], predict the reaction product. The product is: [CH3:22][O:21][C:18]1[CH:19]=[CH:20][C:15]2[N:14]([CH3:23])[C:13](=[O:24])[N:12]([CH2:11][C@H:8]3[CH2:7][CH2:6][C@H:5]([C:3]4[N:30]=[C:29]([NH:28][C:25](=[O:27])[CH3:26])[NH:31][CH:2]=4)[CH2:10][CH2:9]3)[C:16]=2[CH:17]=1. (5) The product is: [F:36][C:21]([F:20])([F:35])[C:22]([N:24]1[CH2:29][C:28]2([CH2:34][CH2:33][N:32]([CH2:2][C:3]3[CH:4]=[C:5]([CH2:10][CH2:11][OH:12])[CH:6]=[C:7]([F:9])[CH:8]=3)[CH2:31][CH2:30]2)[O:27][CH2:26][CH2:25]1)=[O:23]. Given the reactants Br[CH2:2][C:3]1[CH:4]=[C:5]([CH2:10][CH2:11][OH:12])[CH:6]=[C:7]([F:9])[CH:8]=1.FC(F)(F)C(O)=O.[F:20][C:21]([F:36])([F:35])[C:22]([N:24]1[CH2:29][C:28]2([CH2:34][CH2:33][NH:32][CH2:31][CH2:30]2)[O:27][CH2:26][CH2:25]1)=[O:23].C(N(CC)CC)C, predict the reaction product. (6) The product is: [CH3:34][NH:33][C@H:14]([CH2:15][NH:16][C:17]1[C:18]2[CH:32]=[CH:31][N:30]=[CH:29][C:19]=2[N:20]=[C:21]([C:23]2[CH:24]=[CH:25][N:26]=[CH:27][CH:28]=2)[N:22]=1)[CH2:7][C:8]1[CH:9]=[CH:10][CH:11]=[CH:12][CH:13]=1. Given the reactants [H-].[Al+3].[Li+].[H-].[H-].[H-].[CH2:7]([C@H:14]([NH:33][CH:34]=O)[CH2:15][NH:16][C:17]1[C:18]2[CH:32]=[CH:31][N:30]=[CH:29][C:19]=2[N:20]=[C:21]([C:23]2[CH:28]=[CH:27][N:26]=[CH:25][CH:24]=2)[N:22]=1)[C:8]1[CH:13]=[CH:12][CH:11]=[CH:10][CH:9]=1, predict the reaction product. (7) The product is: [C:22]([O:21][C:20]([NH:19][C:16]1[CH:17]=[CH:18][C:13]([C:10]2[N:6]3[CH:7]=[CH:8][N:9]=[C:4]([C:20]([O:21][CH3:22])=[O:26])[C:5]3=[N:12][N:11]=2)=[CH:14][CH:15]=1)=[O:26])([CH3:25])([CH3:24])[CH3:23]. Given the reactants [C]=O.Cl[C:4]1[C:5]2[N:6]([C:10]([C:13]3[CH:18]=[CH:17][C:16]([NH:19][C:20](=[O:26])[O:21][C:22]([CH3:25])([CH3:24])[CH3:23])=[CH:15][CH:14]=3)=[N:11][N:12]=2)[CH:7]=[CH:8][N:9]=1.C1C=CC(P(C2C=CC=CC=2)CCCP(C2C=CC=CC=2)C2C=CC=CC=2)=CC=1.CCN(CC)CC, predict the reaction product.